From a dataset of Full USPTO retrosynthesis dataset with 1.9M reactions from patents (1976-2016). Predict the reactants needed to synthesize the given product. (1) Given the product [CH2:1]([C:5]1[CH:6]=[CH:7][C:8]([C:11]#[C:12][C:13]2[CH:18]=[CH:17][C:16]([S:19]([N:22]([CH2:34][CH2:35][CH2:36][CH2:37][CH2:38][CH3:39])[C:23]3[CH:24]=[CH:25][C:26]([F:33])=[C:27]([CH:32]=3)[C:28]([OH:30])=[O:29])(=[O:21])=[O:20])=[CH:15][CH:14]=2)=[CH:9][CH:10]=1)[CH2:2][CH2:3][CH3:4], predict the reactants needed to synthesize it. The reactants are: [CH2:1]([C:5]1[CH:10]=[CH:9][C:8]([C:11]#[C:12][C:13]2[CH:18]=[CH:17][C:16]([S:19]([N:22]([CH2:34][CH2:35][CH2:36][CH2:37][CH2:38][CH3:39])[C:23]3[CH:24]=[CH:25][C:26]([F:33])=[C:27]([CH:32]=3)[C:28]([O:30]C)=[O:29])(=[O:21])=[O:20])=[CH:15][CH:14]=2)=[CH:7][CH:6]=1)[CH2:2][CH2:3][CH3:4].O.[OH-].[Li+].O.Cl. (2) Given the product [CH3:1][O:2][CH2:3][CH2:4][N:5]([CH3:21])[C:6]1[N:7]=[CH:8][C:9]([N:19]([CH3:20])[C:36](=[O:37])[C:35]2[CH:34]=[C:33]([C:32]([F:47])([F:46])[F:31])[CH:41]=[C:40]([C:42]([F:45])([F:44])[F:43])[CH:39]=2)=[C:10]([C:12]2[CH:17]=[CH:16][CH:15]=[CH:14][C:13]=2[CH3:18])[CH:11]=1, predict the reactants needed to synthesize it. The reactants are: [CH3:1][O:2][CH2:3][CH2:4][N:5]([CH3:21])[C:6]1[CH:11]=[C:10]([C:12]2[CH:17]=[CH:16][CH:15]=[CH:14][C:13]=2[CH3:18])[C:9]([NH:19][CH3:20])=[CH:8][N:7]=1.CCN(C(C)C)C(C)C.[F:31][C:32]([F:47])([F:46])[C:33]1[CH:34]=[C:35]([CH:39]=[C:40]([C:42]([F:45])([F:44])[F:43])[CH:41]=1)[C:36](Cl)=[O:37]. (3) Given the product [NH:8]1[CH2:12][CH2:11][CH:10]([C:13]([OH:16])([CH3:15])[CH3:14])[CH2:9]1, predict the reactants needed to synthesize it. The reactants are: C([N:8]1[CH2:12][CH2:11][CH:10]([C:13]([OH:16])([CH3:15])[CH3:14])[CH2:9]1)C1C=CC=CC=1.[H][H]. (4) Given the product [CH3:1][O:2][C:3]1[CH:8]=[CH:7][C:6]([C:9](=[O:15])[C:10](=[O:12])[CH3:11])=[C:5]([CH3:13])[CH:4]=1, predict the reactants needed to synthesize it. The reactants are: [CH3:1][O:2][C:3]1[CH:8]=[CH:7][C:6]([CH2:9][C:10](=[O:12])[CH3:11])=[C:5]([CH3:13])[CH:4]=1.[Se](=O)=[O:15]. (5) The reactants are: [NH2:1][C:2]1[N:7]=[CH:6][C:5]([C:8]([O:10][CH3:11])=[O:9])=[CH:4][CH:3]=1.[C:12](OC(=O)C)(=[O:14])[CH3:13]. Given the product [C:12]([NH:1][C:2]1[CH:3]=[CH:4][C:5]([C:8]([O:10][CH3:11])=[O:9])=[CH:6][N:7]=1)(=[O:14])[CH3:13], predict the reactants needed to synthesize it. (6) Given the product [Cl:49][C:48]1[CH:47]=[C:46]([C:50]([F:53])([F:52])[F:51])[CH:45]=[C:41]2[C:40]=1[N:39]=[CH:16][N:18]([CH2:19][C:20]1[CH:25]=[C:24]([Cl:26])[CH:23]=[CH:22][C:21]=1[S:27][CH2:28][CH3:29])[C:42]2=[O:44], predict the reactants needed to synthesize it. The reactants are: ClC1C=CC(SCC)=C(CN)C=1.NC1C=CC(OC(F)(F)F)=CC=1[C:16]([NH:18][CH2:19][C:20]1[CH:25]=[C:24]([Cl:26])[CH:23]=[CH:22][C:21]=1[S:27][CH2:28][CH3:29])=O.[NH2:39][C:40]1[C:48]([Cl:49])=[CH:47][C:46]([C:50]([F:53])([F:52])[F:51])=[CH:45][C:41]=1[C:42]([OH:44])=O.C1C=CC2N(O)N=NC=2C=1.